Predict the product of the given reaction. From a dataset of Forward reaction prediction with 1.9M reactions from USPTO patents (1976-2016). The product is: [CH3:11][C:9]([C:13]1[CH:14]=[CH:15][C:16]([CH2:17][N:18]2[C:24](=[O:25])[C:23]([C:46]([NH:45][CH2:48][C:49]([OH:51])=[O:50])=[O:47])=[C:27]([OH:28])[N:8]=[C:5]2[CH2:6][CH3:7])=[CH:19][CH:20]=1)([CH3:12])[CH3:10]. Given the reactants [Cl-].C[Al+]C.[C:5](#[N:8])[CH2:6][CH3:7].[C:9]([C:13]1[CH:20]=[CH:19][C:16]([CH2:17][NH2:18])=[CH:15][CH:14]=1)([CH3:12])([CH3:11])[CH3:10].C([C:23](CC)([C:27]([O-])=[O:28])[C:24]([O-])=[O:25])C.C[O-].[Na+].Cl.CCN(C(C)C)C(C)C.[N:45]([CH2:48][C:49]([O:51]CC)=[O:50])=[C:46]=[O:47].[OH-].[Na+], predict the reaction product.